From a dataset of Forward reaction prediction with 1.9M reactions from USPTO patents (1976-2016). Predict the product of the given reaction. Given the reactants C([O:3][C:4]([C:6]1[S:24][C:9]2[N:10]=[C:11]([S:22][CH3:23])[N:12]=[C:13]([C:14]3[CH:19]=[CH:18][C:17]([Cl:20])=[C:16]([Cl:21])[CH:15]=3)[C:8]=2[C:7]=1[NH2:25])=[O:5])C.[Li+].[OH-].O.Cl, predict the reaction product. The product is: [NH2:25][C:7]1[C:8]2[C:13]([C:14]3[CH:19]=[CH:18][C:17]([Cl:20])=[C:16]([Cl:21])[CH:15]=3)=[N:12][C:11]([S:22][CH3:23])=[N:10][C:9]=2[S:24][C:6]=1[C:4]([OH:5])=[O:3].